From a dataset of Full USPTO retrosynthesis dataset with 1.9M reactions from patents (1976-2016). Predict the reactants needed to synthesize the given product. (1) Given the product [CH:17]1[C:18]2[CH:6]([CH2:5][O:4][C:2]([N:19]3[CH2:20][CH2:21][N:22]([CH:35]4[CH2:34][CH2:33][N:32]([CH2:25][C:26]5[CH:31]=[CH:30][CH:29]=[CH:28][CH:27]=5)[CH2:37][CH2:36]4)[CH2:23][CH2:24]3)=[O:3])[C:7]3[C:12](=[CH:11][CH:10]=[CH:9][CH:8]=3)[C:13]=2[CH:14]=[CH:15][CH:16]=1, predict the reactants needed to synthesize it. The reactants are: Cl.[C:2]([N:19]1[CH2:24][CH2:23][NH:22][CH2:21][CH2:20]1)([O:4][CH2:5][CH:6]1[C:18]2[C:13](=[CH:14][CH:15]=[CH:16][CH:17]=2)[C:12]2[C:7]1=[CH:8][CH:9]=[CH:10][CH:11]=2)=[O:3].[CH2:25]([N:32]1[CH2:37][CH2:36][C:35](=O)[CH2:34][CH2:33]1)[C:26]1[CH:31]=[CH:30][CH:29]=[CH:28][CH:27]=1.C([BH3-])#N.C(N1CCCCC1=O)C1C=CC=CC=1. (2) Given the product [Cl:1][C:2]1[CH:7]=[C:6]([Cl:8])[CH:5]=[CH:4][C:3]=1[C:9]1[N:10]=[C:11](/[CH:18]=[CH:19]/[C:20]2[CH:21]=[CH:22][C:23]([O:26][CH3:27])=[CH:24][CH:25]=2)[N:12]([CH2:14][C:15]([NH:32][CH2:28][CH:29]([CH3:31])[CH3:30])=[O:17])[CH:13]=1, predict the reactants needed to synthesize it. The reactants are: [Cl:1][C:2]1[CH:7]=[C:6]([Cl:8])[CH:5]=[CH:4][C:3]=1[C:9]1[N:10]=[C:11](/[CH:18]=[CH:19]/[C:20]2[CH:25]=[CH:24][C:23]([O:26][CH3:27])=[CH:22][CH:21]=2)[N:12]([CH2:14][C:15]([OH:17])=O)[CH:13]=1.[CH2:28]([NH2:32])[CH:29]([CH3:31])[CH3:30]. (3) Given the product [CH3:2][O:3][CH:4]1[CH2:7][N:6]([CH2:9][C:8]#[N:11])[CH2:5]1, predict the reactants needed to synthesize it. The reactants are: Cl.[CH3:2][O:3][CH:4]1[CH2:7][NH:6][CH2:5]1.[C:8](#[N:11])[CH2:9]O.CCN(CC)CC. (4) Given the product [Cl:1][C:2]1[CH:3]=[C:4]([NH:8][C:9]2[N:14]=[C:13]([C:15]3[CH:20]=[CH:19][N:18]=[C:17]([C:21](=[N:34][NH:33][CH2:35][CH2:36][C:37]#[N:38])[CH3:22])[CH:16]=3)[CH:12]=[CH:11][N:10]=2)[CH:5]=[CH:6][CH:7]=1, predict the reactants needed to synthesize it. The reactants are: [Cl:1][C:2]1[CH:3]=[C:4]([NH:8][C:9]2[N:14]=[C:13]([C:15]3[CH:20]=[CH:19][N:18]=[C:17]([C:21](=O)[CH3:22])[CH:16]=3)[CH:12]=[CH:11][N:10]=2)[CH:5]=[CH:6][CH:7]=1.C(O)(=O)C.C([O-])(=O)C.[Na+].[NH:33]([CH2:35][CH2:36][C:37]#[N:38])[NH2:34]. (5) Given the product [CH3:22][C:21]([CH3:23])([O:20][C@@H:19]1[C@@:13]2([CH3:25])[CH2:12][CH2:11][C@H:10]3[C@H:15]([C@@H:14]2[CH2:17][CH2:18]1)[CH2:16][C@H:7]1[C:8](=[CH:30][C:29](=[O:31])[CH2:28][CH2:27]1)[CH2:9]3)[CH3:24], predict the reactants needed to synthesize it. The reactants are: [Cl-].[Li+].COC([C:7]1([CH2:27][CH2:28][C:29](=[O:31])[CH3:30])[CH2:16][C@@H:15]2[C@H:10]([CH2:11][CH2:12][C@:13]3([CH3:25])[C@@H:19]([O:20][C:21]([CH3:24])([CH3:23])[CH3:22])[CH2:18][CH2:17][C@H:14]32)[CH2:9][C:8]1=O)=O.[OH-].[Na+].[NH4+].[Cl-]. (6) Given the product [Cl:1][C:2]1[CH:7]=[CH:6][C:5]([C:8]2([C:14]3[CH:19]=[CH:18][C:17]([C:29]4[CH:30]=[N:31][NH:32][CH:33]=4)=[CH:16][CH:15]=3)[O:13][CH2:12][CH2:11][NH:10][CH2:9]2)=[CH:4][CH:3]=1, predict the reactants needed to synthesize it. The reactants are: [Cl:1][C:2]1[CH:7]=[CH:6][C:5]([C:8]2([C:14]3[CH:19]=[CH:18][C:17](I)=[CH:16][CH:15]=3)[O:13][CH2:12][CH2:11][NH:10][CH2:9]2)=[CH:4][CH:3]=1.CC1(C)C(C)(C)OB([C:29]2[CH:30]=[N:31][NH:32][CH:33]=2)O1. (7) Given the product [Cl:29][C:30]1[C:31]([O:44][C:45]2[CH:46]=[N:47][C:48]([O:52][CH2:53][C:54]([F:56])([F:57])[F:55])=[C:49]([Cl:51])[CH:50]=2)=[CH:32][C:33]([F:43])=[C:34]([CH:42]=1)[C:35]([OH:37])=[O:36], predict the reactants needed to synthesize it. The reactants are: ClC1C(OC2C=CC(OC(F)(F)F)=C(Cl)C=2)=CC(F)=C(C=1)C(OC(C)(C)C)=O.[Cl:29][C:30]1[C:31]([O:44][C:45]2[CH:46]=[N:47][C:48]([O:52][CH2:53][C:54]([F:57])([F:56])[F:55])=[C:49]([Cl:51])[CH:50]=2)=[CH:32][C:33]([F:43])=[C:34]([CH:42]=1)[C:35]([O:37]C(C)(C)C)=[O:36]. (8) The reactants are: [CH3:1][O:2][C:3]([C:5]1[S:9][C:8]2[CH:10]=[C:11]([NH2:14])[CH:12]=[CH:13][C:7]=2[CH:6]=1)=[O:4].C([O-])([O-])=O.[Na+].[Na+].[Cl:21][CH2:22][C:23](Cl)=[O:24]. Given the product [CH3:1][O:2][C:3]([C:5]1[S:9][C:8]2[CH:10]=[C:11]([NH:14][C:23](=[O:24])[CH2:22][Cl:21])[CH:12]=[CH:13][C:7]=2[CH:6]=1)=[O:4], predict the reactants needed to synthesize it.